From a dataset of Forward reaction prediction with 1.9M reactions from USPTO patents (1976-2016). Predict the product of the given reaction. (1) Given the reactants [F:1][CH:2]([F:30])[O:3][C:4]1[CH:5]=[C:6]([CH:23]=[CH:24][C:25]=1[O:26][CH:27]([F:29])[F:28])[N:7]([C:15]1[CH:20]=[CH:19][CH:18]=[C:17]([C:21]#[N:22])[CH:16]=1)[CH2:8][C:9]1[CH:10]=[N:11][CH:12]=[CH:13][CH:14]=1.[H-].[Na+].[CH:33]([NH:35][NH2:36])=O, predict the reaction product. The product is: [F:30][CH:2]([F:1])[O:3][C:4]1[CH:5]=[C:6]([CH:23]=[CH:24][C:25]=1[O:26][CH:27]([F:29])[F:28])[N:7]([CH2:8][C:9]1[CH:10]=[N:11][CH:12]=[CH:13][CH:14]=1)[C:15]1[CH:20]=[CH:19][CH:18]=[C:17]([C:21]2[NH:36][N:35]=[CH:33][N:22]=2)[CH:16]=1. (2) Given the reactants Cl[CH2:2][C:3]([N:5]1[C@@H:9]([C:10]#[C:11][CH3:12])[CH2:8][CH2:7][C@H:6]1[C:13]#[N:14])=[O:4].[F:15][C:16]([F:32])([F:31])[C:17]1[CH:30]=[CH:29][C:20]([O:21][CH:22]2[CH2:27][CH2:26][CH:25]([NH2:28])[CH2:24][CH2:23]2)=[CH:19][CH:18]=1, predict the reaction product. The product is: [C:10]([C@@H:9]1[N:5]([C:3](=[O:4])[CH2:2][NH:28][CH:25]2[CH2:24][CH2:23][CH:22]([O:21][C:20]3[CH:29]=[CH:30][C:17]([C:16]([F:15])([F:31])[F:32])=[CH:18][CH:19]=3)[CH2:27][CH2:26]2)[C@H:6]([C:13]#[N:14])[CH2:7][CH2:8]1)#[C:11][CH3:12]. (3) Given the reactants [Br:1][C:2]1[CH:3]=[C:4]([C:8]2[C:17]([C:18](=[O:20])[CH3:19])=[C:11]3[CH:12]=[CH:13][CH:14]=[C:15](Cl)[N:10]3[N:9]=2)[CH:5]=[CH:6][CH:7]=1.[NH:21]1[CH2:25][CH2:24][CH2:23][CH2:22]1, predict the reaction product. The product is: [Br:1][C:2]1[CH:3]=[C:4]([C:8]2[C:17]([C:18](=[O:20])[CH3:19])=[C:11]3[CH:12]=[CH:13][CH:14]=[C:15]([N:21]4[CH2:25][CH2:24][CH2:23][CH2:22]4)[N:10]3[N:9]=2)[CH:5]=[CH:6][CH:7]=1. (4) Given the reactants C(OC([N:8]1[CH2:13][CH2:12][N:11]([CH2:14][C:15]2[CH:20]=[CH:19][CH:18]=[CH:17][CH:16]=2)[CH2:10][C:9]1([CH3:22])[CH3:21])=O)(C)(C)C.Cl, predict the reaction product. The product is: [CH2:14]([N:11]1[CH2:12][CH2:13][NH:8][C:9]([CH3:22])([CH3:21])[CH2:10]1)[C:15]1[CH:16]=[CH:17][CH:18]=[CH:19][CH:20]=1. (5) Given the reactants Cl[C:2]1[CH:7]=[C:6]([O:8][CH2:9][C:10]2[O:11][CH:12]=[C:13]([C:15]#[N:16])[N:14]=2)[N:5]=[C:4]2[CH2:17][CH2:18][CH2:19][C:3]=12.[CH3:20][C:21]1[N:26]=[CH:25][C:24](B2OC(C)(C)C(C)(C)O2)=[CH:23][N:22]=1, predict the reaction product. The product is: [CH3:20][C:21]1[N:26]=[CH:25][C:24]([C:2]2[CH:7]=[C:6]([O:8][CH2:9][C:10]3[O:11][CH:12]=[C:13]([C:15]#[N:16])[N:14]=3)[N:5]=[C:4]3[CH2:17][CH2:18][CH2:19][C:3]=23)=[CH:23][N:22]=1. (6) Given the reactants [Br:1][C:2]1[CH:7]=[CH:6][N:5]2[N:8]=[CH:9][C:10]([C:11]3[CH:15]=[CH:14][NH:13][N:12]=3)=[C:4]2[CH:3]=1.[CH3:16][C:17]1[CH:22]=[CH:21][C:20]([N+:23]([O-:25])=[O:24])=[CH:19][C:18]=1[S:26](Cl)(=[O:28])=[O:27], predict the reaction product. The product is: [Br:1][C:2]1[CH:7]=[CH:6][N:5]2[N:8]=[CH:9][C:10]([C:11]3[CH:15]=[CH:14][N:13]([S:26]([C:18]4[CH:19]=[C:20]([N+:23]([O-:25])=[O:24])[CH:21]=[CH:22][C:17]=4[CH3:16])(=[O:27])=[O:28])[N:12]=3)=[C:4]2[CH:3]=1. (7) Given the reactants Cl[C:2]1[C:7]([N+:8]([O-:10])=[O:9])=[CH:6][CH:5]=[C:4]([Cl:11])[N:3]=1.[CH3:12][CH2:13][SH:14].[H-].[Na+], predict the reaction product. The product is: [Cl:11][C:4]1[N:3]=[C:2]([S:14][CH2:13][CH3:12])[C:7]([N+:8]([O-:10])=[O:9])=[CH:6][CH:5]=1.